Dataset: Catalyst prediction with 721,799 reactions and 888 catalyst types from USPTO. Task: Predict which catalyst facilitates the given reaction. (1) Reactant: C(O[C:4]1[CH2:9][CH2:8][CH2:7][C:6](=[O:10])[CH:5]=1)C.BrN1C(=O)CCC1=O.[CH3:19][CH:20]([CH3:24])[C:21](=[NH:23])[NH2:22].C(=O)([O-])[O-].[Na+].[Na+].CC1CCCO1.[ClH:37]. Product: [ClH:37].[CH3:19][CH:20]([C:21]1[NH:23][C:4]2[CH2:9][CH2:8][CH2:7][C:6](=[O:10])[C:5]=2[N:22]=1)[CH3:24]. The catalyst class is: 47. (2) Reactant: [OH-].[Na+].C([O:5][C:6](=[O:21])[CH2:7][C:8]([NH:10][C:11]1[CH:16]=[CH:15][CH:14]=[CH:13][C:12]=1[S:17](=[O:20])(=[O:19])[NH2:18])=O)C.Cl. Product: [O:19]=[S:17]1(=[O:20])[C:12]2[CH:13]=[CH:14][CH:15]=[CH:16][C:11]=2[NH:10][C:8]([CH2:7][C:6]([OH:5])=[O:21])=[N:18]1. The catalyst class is: 6. (3) Reactant: [CH2:1]([NH:9][C:10](=O)[C:11]1[CH:16]=[CH:15][CH:14]=[CH:13][CH:12]=1)[CH2:2][C:3]1[CH:8]=[CH:7][CH:6]=[CH:5][CH:4]=1. Product: [C:11]1([C:10]2[C:8]3[C:3](=[CH:4][CH:5]=[CH:6][CH:7]=3)[CH2:2][CH2:1][N:9]=2)[CH:16]=[CH:15][CH:14]=[CH:13][CH:12]=1. The catalyst class is: 6. (4) Reactant: [N:1]1[CH:6]=[CH:5][CH:4]=[C:3]([C:7]2[CH:11]=[C:10]([C:12]([F:15])([F:14])[F:13])[N:9]([C:16]3[CH:17]=[CH:18][C:19]([NH2:22])=[N:20][CH:21]=3)[N:8]=2)[CH:2]=1.[Cl:23][C:24]1[CH:33]=[C:32]([Cl:34])[CH:31]=[CH:30][C:25]=1[CH2:26][N:27]=[C:28]=[O:29]. Product: [Cl:23][C:24]1[CH:33]=[C:32]([Cl:34])[CH:31]=[CH:30][C:25]=1[CH2:26][NH:27][C:28]([NH:22][C:19]1[CH:18]=[CH:17][C:16]([N:9]2[C:10]([C:12]([F:15])([F:13])[F:14])=[CH:11][C:7]([C:3]3[CH:2]=[N:1][CH:6]=[CH:5][CH:4]=3)=[N:8]2)=[CH:21][N:20]=1)=[O:29]. The catalyst class is: 10. (5) Reactant: [Li+].[OH-].[Br:3][C:4]1[C:5]([S:13][C:14]2[N:15]([CH3:29])[C:16]([N:22](C(=O)C)[C:23](=[O:25])[CH3:24])=[C:17]([C:19]([NH2:21])=[O:20])[N:18]=2)=[CH:6][C:7]2[O:11][CH2:10][O:9][C:8]=2[CH:12]=1.O.Cl. Product: [C:23]([NH:22][C:16]1[N:15]([CH3:29])[C:14]([S:13][C:5]2[C:4]([Br:3])=[CH:12][C:8]3[O:9][CH2:10][O:11][C:7]=3[CH:6]=2)=[N:18][C:17]=1[C:19]([NH2:21])=[O:20])(=[O:25])[CH3:24]. The catalyst class is: 36. (6) Reactant: Cl.[NH2:2][C:3]1[N:8]=[CH:7][N:6]=[C:5]2[N:9]([CH:20]([C:22]3[O:23][C:24](=[O:42])[C:25]4[C:30]([C:31]=3[C:32]3[CH:37]=[CH:36][CH:35]=[C:34]([CH2:38][N:39]([CH3:41])[CH3:40])[CH:33]=3)=[CH:29][CH:28]=[CH:27][CH:26]=4)[CH3:21])[N:10]=[C:11]([C:12]3[CH:17]=[C:16]([OH:18])[CH:15]=[C:14]([F:19])[CH:13]=3)[C:4]=12.CCCCCC. Product: [NH2:2][C:3]1[N:8]=[CH:7][N:6]=[C:5]2[N:9]([CH:20]([C:22]3[O:23][C:24](=[O:42])[C:25]4[C:30]([C:31]=3[C:32]3[CH:37]=[CH:36][CH:35]=[C:34]([CH2:38][N:39]([CH3:41])[CH3:40])[CH:33]=3)=[CH:29][CH:28]=[CH:27][CH:26]=4)[CH3:21])[N:10]=[C:11]([C:12]3[CH:17]=[C:16]([OH:18])[CH:15]=[C:14]([F:19])[CH:13]=3)[C:4]=12. The catalyst class is: 8. (7) Reactant: [C:1]([O:5][C:6]([N:8]1[CH2:12][CH2:11][CH:10]([CH2:13][NH:14][C:15]2[C:20]([C:21]([OH:23])=O)=[CH:19][N:18]=[C:17](Cl)[N:16]=2)[CH2:9]1)=[O:7])([CH3:4])([CH3:3])[CH3:2].[CH:25]1[CH:30]=[C:29]2[N:31]=[N:32][N:33]([OH:34])[C:28]2=[CH:27][CH:26]=1.O.C(Cl)CCl.[NH4+:40].[OH-]. Product: [N:33]1([O:34][C:17]2[N:16]=[C:15]([NH:14][CH2:13][CH:10]3[CH2:11][CH2:12][N:8]([C:6]([O:5][C:1]([CH3:2])([CH3:3])[CH3:4])=[O:7])[CH2:9]3)[C:20]([C:21](=[O:23])[NH2:40])=[CH:19][N:18]=2)[C:28]2[CH:27]=[CH:26][CH:25]=[CH:30][C:29]=2[N:31]=[N:32]1. The catalyst class is: 173.